This data is from Catalyst prediction with 721,799 reactions and 888 catalyst types from USPTO. The task is: Predict which catalyst facilitates the given reaction. Reactant: [N:1]1([C:7]2[CH:19]=[CH:18][C:10]([CH2:11][N:12]3[CH2:17][CH2:16][O:15][CH2:14][CH2:13]3)=[CH:9][CH:8]=2)[CH2:6][CH2:5][NH:4][CH2:3][CH2:2]1.F[C:21]1[CH:30]=[CH:29][C:24]([C:25]([O:27][CH3:28])=[O:26])=[CH:23][CH:22]=1.CCN(C(C)C)C(C)C. Product: [CH3:28][O:27][C:25](=[O:26])[C:24]1[CH:29]=[CH:30][C:21]([N:4]2[CH2:3][CH2:2][N:1]([C:7]3[CH:19]=[CH:18][C:10]([CH2:11][N:12]4[CH2:13][CH2:14][O:15][CH2:16][CH2:17]4)=[CH:9][CH:8]=3)[CH2:6][CH2:5]2)=[CH:22][CH:23]=1. The catalyst class is: 58.